Predict the reactants needed to synthesize the given product. From a dataset of Full USPTO retrosynthesis dataset with 1.9M reactions from patents (1976-2016). (1) Given the product [CH3:20][N:19]([CH3:21])[CH2:18][CH:17]([NH:22][C:23]1[C:32]2[C:27](=[C:28]([C:33]([NH2:35])=[O:34])[CH:29]=[CH:30][CH:31]=2)[N:26]=[CH:25][N:24]=1)[C:13]1[CH:14]=[CH:15][CH:16]=[C:11]([NH:10][C:8]([C:6]2[CH:5]=[CH:4][N:3]=[C:2]([N:45]3[CH2:49][CH2:48][CH2:47][CH2:46]3)[CH:7]=2)=[O:9])[CH:12]=1, predict the reactants needed to synthesize it. The reactants are: Cl[C:2]1[CH:7]=[C:6]([C:8]([NH:10][C:11]2[CH:12]=[C:13]([CH:17]([NH:22][C:23]3[C:32]4[C:27](=[C:28]([C:33]([NH2:35])=[O:34])[CH:29]=[CH:30][CH:31]=4)[N:26]=[CH:25][N:24]=3)[CH2:18][N:19]([CH3:21])[CH3:20])[CH:14]=[CH:15][CH:16]=2)=[O:9])[CH:5]=[CH:4][N:3]=1.CC(O)(C)C.CS(C)=O.[NH:45]1[CH2:49][CH2:48][CH2:47][CH2:46]1. (2) Given the product [CH2:1]([N:8]1[CH2:16][C:17]([F:23])([F:24])[C:18]([OH:20])=[C:10]([C:11]([O:13][CH2:14][CH3:15])=[O:12])[CH2:9]1)[C:2]1[CH:3]=[CH:4][CH:5]=[CH:6][CH:7]=1, predict the reactants needed to synthesize it. The reactants are: [CH2:1]([N:8]([CH2:16][C:17]([F:24])([F:23])[C:18]([O:20]CC)=O)[CH2:9][CH2:10][C:11]([O:13][CH2:14][CH3:15])=[O:12])[C:2]1[CH:7]=[CH:6][CH:5]=[CH:4][CH:3]=1.C([N-]C(C)C)(C)C.[Li+].[Cl-].[NH4+]. (3) Given the product [CH3:15][S:14]([CH2:13][CH2:12][O:11][N:10]1[C:6]2([CH2:5][CH2:4][N:3]([O:2][CH3:1])[CH2:33][CH2:32]2)[C:7]([O:26][C:27](=[O:31])[O:28][CH2:29][CH3:30])=[C:8]([C:17]2[C:22]([CH3:23])=[CH:21][C:20]([CH3:24])=[CH:19][C:18]=2[CH3:25])[C:9]1=[O:16])=[O:42], predict the reactants needed to synthesize it. The reactants are: [CH3:1][O:2][N:3]1[CH2:33][CH2:32][C:6]2([N:10]([O:11][CH2:12][CH2:13][S:14][CH3:15])[C:9](=[O:16])[C:8]([C:17]3[C:22]([CH3:23])=[CH:21][C:20]([CH3:24])=[CH:19][C:18]=3[CH3:25])=[C:7]2[O:26][C:27](=[O:31])[O:28][CH2:29][CH3:30])[CH2:5][CH2:4]1.ClC1C=CC=C(C(OO)=[O:42])C=1.S(S([O-])=O)([O-])(=O)=O.[Na+].[Na+]. (4) Given the product [C:18]1([C:2]2[N:7]=[C:6]([C:8]([C:11]3[CH:16]=[CH:15][CH:14]=[C:13]([C:18]4[CH:23]=[CH:22][CH:21]=[CH:20][CH:19]=4)[N:12]=3)([F:10])[CH3:9])[CH:5]=[CH:4][CH:3]=2)[CH:23]=[CH:22][CH:21]=[CH:20][CH:19]=1, predict the reactants needed to synthesize it. The reactants are: Br[C:2]1[N:7]=[C:6]([C:8]([C:11]2[CH:16]=[CH:15][CH:14]=[C:13](Br)[N:12]=2)([F:10])[CH3:9])[CH:5]=[CH:4][CH:3]=1.[C:18]1(B(O)O)[CH:23]=[CH:22][CH:21]=[CH:20][CH:19]=1.[F-].[K+]. (5) Given the product [NH2:57][C:27](=[N:26][O:13][CH2:8][CH2:9][CH2:10][CH3:11])[C:28]1[CH:56]=[CH:55][C:31]([O:32][CH2:33][CH2:34][CH2:35][CH:36]2[CH2:41][CH2:40][N:39]([CH2:42][CH2:43][CH2:44][O:45][C:46]3[CH:47]=[CH:48][C:49]([C:50]([NH2:52])=[O:51])=[CH:53][CH:54]=3)[CH2:38][CH2:37]2)=[CH:30][CH:29]=1, predict the reactants needed to synthesize it. The reactants are: CN1CCCC1=O.[C:8]([OH:13])(=O)[CH2:9][CH2:10][CH3:11].C(N1C=CN=C1)(N1C=CN=C1)=O.[NH2:26][C:27](=[N:57]O)[C:28]1[CH:56]=[CH:55][C:31]([O:32][CH2:33][CH2:34][CH2:35][CH:36]2[CH2:41][CH2:40][N:39]([CH2:42][CH2:43][CH2:44][O:45][C:46]3[CH:54]=[CH:53][C:49]([C:50]([NH2:52])=[O:51])=[CH:48][CH:47]=3)[CH2:38][CH2:37]2)=[CH:30][CH:29]=1. (6) Given the product [ClH:24].[CH:15](/[C:2]1[N:6]2[N:7]=[C:8]([NH:11][CH2:12][CH2:13][OH:14])[CH:9]=[CH:10][C:5]2=[N:4][CH:3]=1)=[CH:16]\[CH2:17][CH2:18][CH2:19][CH3:20], predict the reactants needed to synthesize it. The reactants are: Br[C:2]1[N:6]2[N:7]=[C:8]([NH:11][CH2:12][CH2:13][OH:14])[CH:9]=[CH:10][C:5]2=[N:4][CH:3]=1.[CH:15](/B(O)O)=[CH:16]\[CH2:17][CH2:18][CH2:19][CH3:20].[ClH:24]. (7) The reactants are: [CH3:1][S:2]([CH2:5][CH2:6][OH:7])(=[O:4])=[O:3].C(N(CC)CC)C.[S:15](Cl)([CH3:18])(=[O:17])=[O:16]. Given the product [CH3:18][S:15]([O:7][CH2:6][CH2:5][S:2]([CH3:1])(=[O:4])=[O:3])(=[O:17])=[O:16], predict the reactants needed to synthesize it. (8) Given the product [CH3:1][C:2]1[S:3][C:4]([CH3:11])=[C:5]([CH2:7][C:8]2[N:18]([C:12]3[CH:13]=[CH:14][CH:15]=[CH:16][CH:17]=3)[C:19](=[S:22])[NH:20][N:21]=2)[N:6]=1, predict the reactants needed to synthesize it. The reactants are: [CH3:1][C:2]1[S:3][C:4]([CH3:11])=[C:5]([CH2:7][C:8](O)=O)[N:6]=1.[C:12]1([NH:18][C:19](=[S:22])[NH:20][NH2:21])[CH:17]=[CH:16][CH:15]=[CH:14][CH:13]=1. (9) Given the product [F:37][C:36]([F:39])([F:38])[C:34]([OH:40])=[O:35].[CH2:1]([C@H:3]([NH:18][C:19](=[O:20])[C@@H:21]1[CH2:25][C@H:24]([F:26])[CH2:23][NH:22]1)/[CH:4]=[CH:5]/[C:6](=[O:17])[NH:7][C:8]1[S:9][C:10]([C:13]([F:16])([F:14])[F:15])=[N:11][N:12]=1)[CH3:2], predict the reactants needed to synthesize it. The reactants are: [CH2:1]([C@H:3]([NH:18][C:19]([C@@H:21]1[CH2:25][C@H:24]([F:26])[CH2:23][N:22]1C(OC(C)(C)C)=O)=[O:20])/[CH:4]=[CH:5]/[C:6](=[O:17])[NH:7][C:8]1[S:9][C:10]([C:13]([F:16])([F:15])[F:14])=[N:11][N:12]=1)[CH3:2].[C:34]([OH:40])([C:36]([F:39])([F:38])[F:37])=[O:35].